From a dataset of Forward reaction prediction with 1.9M reactions from USPTO patents (1976-2016). Predict the product of the given reaction. (1) Given the reactants [Cl:1][C:2]1[CH:10]=[CH:9][CH:8]=[C:7]2[C:3]=1[C:4](=[O:22])[C:5](=[O:21])[N:6]2[CH:11]([CH2:15][CH:16]1[CH2:20][CH2:19][CH2:18][CH2:17]1)[C:12]([OH:14])=O.[N:23]1[CH:28]=[CH:27][CH:26]=[CH:25][C:24]=1[NH2:29].C(N(CC)C(C)C)(C)C.F[P-](F)(F)(F)(F)F.N1(O[P+](N(C)C)(N(C)C)N(C)C)C2C=CC=CC=2N=N1, predict the reaction product. The product is: [Cl:1][C:2]1[CH:10]=[CH:9][CH:8]=[C:7]2[C:3]=1[C:4](=[O:22])[C:5](=[O:21])[N:6]2[CH:11]([CH2:15][CH:16]1[CH2:17][CH2:18][CH2:19][CH2:20]1)[C:12]([NH:29][C:24]1[CH:25]=[CH:26][CH:27]=[CH:28][N:23]=1)=[O:14]. (2) Given the reactants [Br-].[CH3:2][N+:3]1([CH2:10][CH2:11][CH3:12])[CH2:8][CH2:7][CH2:6][CH2:5][CH:4]1[CH3:9].[N-:13]([S:21]([C:24]([F:27])([F:26])[F:25])(=[O:23])=[O:22])[S:14]([C:17]([F:20])([F:19])[F:18])(=[O:16])=[O:15].[Li+], predict the reaction product. The product is: [N-:13]([S:14]([C:17]([F:20])([F:18])[F:19])(=[O:16])=[O:15])[S:21]([C:24]([F:27])([F:26])[F:25])(=[O:23])=[O:22].[CH3:2][N+:3]1([CH2:10][CH2:11][CH3:12])[CH2:8][CH2:7][CH2:6][CH2:5][CH:4]1[CH3:9]. (3) The product is: [CH3:33][C:32]1[CH:31]=[CH:30][N:29]=[CH:28][C:27]=1[C:9]1[CH:10]=[C:11]2[C:15](=[CH:16][CH:17]=1)[CH2:14][CH:13]([NH:18][S:19]([CH:22]([CH3:23])[CH3:24])(=[O:20])=[O:21])[CH2:12]2. Given the reactants CC1(C)C(C)(C)OB([C:9]2[CH:10]=[C:11]3[C:15](=[CH:16][CH:17]=2)[CH2:14][CH:13]([NH:18][S:19]([CH:22]([CH3:24])[CH3:23])(=[O:21])=[O:20])[CH2:12]3)O1.Br[C:27]1[CH:28]=[N:29][CH:30]=[CH:31][C:32]=1[CH3:33].C(=O)([O-])[O-].[Cs+].[Cs+].C1(P(C2C=CC=CC=2)C2C=CC=CC=2)C=CC=CC=1, predict the reaction product. (4) Given the reactants [OH:1][C:2]1[CH:10]=[C:9]([N+:11]([O-:13])=[O:12])[CH:8]=[CH:7][C:3]=1[C:4]([OH:6])=[O:5].S(=O)(=O)(O)O.[CH3:19]O, predict the reaction product. The product is: [CH3:19][O:5][C:4](=[O:6])[C:3]1[CH:7]=[CH:8][C:9]([N+:11]([O-:13])=[O:12])=[CH:10][C:2]=1[OH:1]. (5) The product is: [O:1]1[C:5]2[CH:6]=[CH:7][CH:8]=[CH:9][C:4]=2[N:3]=[C:2]1[C:10](=[O:43])[CH:11]([NH:15][C:16](=[O:42])[CH:17]([CH2:27][S:28]([CH2:31][C:32]1[CH:37]=[CH:36][CH:35]=[CH:34][C:33]=1[O:38][CH:39]([F:41])[F:40])(=[O:30])=[O:29])[CH2:18][C:19]([N:21]1[CH2:26][CH2:25][O:24][CH2:23][CH2:22]1)=[O:20])[CH2:12][O:13][CH3:14]. Given the reactants [O:1]1[C:5]2[CH:6]=[CH:7][CH:8]=[CH:9][C:4]=2[N:3]=[C:2]1[CH:10]([OH:43])[CH:11]([NH:15][C:16](=[O:42])[CH:17]([CH2:27][S:28]([CH2:31][C:32]1[CH:37]=[CH:36][CH:35]=[CH:34][C:33]=1[O:38][CH:39]([F:41])[F:40])(=[O:30])=[O:29])[CH2:18][C:19]([N:21]1[CH2:26][CH2:25][O:24][CH2:23][CH2:22]1)=[O:20])[CH2:12][O:13][CH3:14].CC(OI1(OC(C)=O)(OC(C)=O)OC(=O)C2C=CC=CC1=2)=O.[O-]S([O-])(=S)=O.[Na+].[Na+].C([O-])(O)=O.[Na+], predict the reaction product.